Dataset: Catalyst prediction with 721,799 reactions and 888 catalyst types from USPTO. Task: Predict which catalyst facilitates the given reaction. (1) Reactant: C(=O)([O-])[O-].[Cs+].[Cs+].[CH3:7][C:8]1[CH:13]=[CH:12][C:11]([C:14]2[N:15]=[N:16][N:17]([CH3:19])[CH:18]=2)=[CH:10][C:9]=1[OH:20].[CH2:21]([O:23][C:24]([C:26]1[C:27]2[S:35][CH:34]=[C:33]([CH2:36]Br)[C:28]=2[C:29]([Cl:32])=[N:30][CH:31]=1)=[O:25])[CH3:22]. Product: [CH2:21]([O:23][C:24]([C:26]1[C:27]2[S:35][CH:34]=[C:33]([CH2:36][O:20][C:9]3[CH:10]=[C:11]([C:14]4[N:15]=[N:16][N:17]([CH3:19])[CH:18]=4)[CH:12]=[CH:13][C:8]=3[CH3:7])[C:28]=2[C:29]([Cl:32])=[N:30][CH:31]=1)=[O:25])[CH3:22]. The catalyst class is: 213. (2) Reactant: C[O-].[Na+].O1CCCC1.[F:9][C:10]1[CH:15]=[C:14]([I:16])[CH:13]=[CH:12][C:11]=1[N:17]1[C:22]2[N:23]([CH3:40])[C:24](=[O:39])[C:25]([CH3:38])=[C:26]([NH:27][C:28]3[CH:29]=[C:30]([NH:34][C:35](=[O:37])[CH3:36])[CH:31]=[CH:32][CH:33]=3)[C:21]=2[C:20](=[O:41])[N:19]([CH2:42][C:43]2[CH:48]=[CH:47][C:46]([O:49][CH3:50])=[CH:45][CH:44]=2)[C:18]1=[O:51]. Product: [F:9][C:10]1[CH:15]=[C:14]([I:16])[CH:13]=[CH:12][C:11]=1[NH:17][C:22]1[N:23]([CH3:40])[C:24](=[O:39])[C:25]([CH3:38])=[C:26]2[C:21]=1[C:20](=[O:41])[N:19]([CH2:42][C:43]1[CH:48]=[CH:47][C:46]([O:49][CH3:50])=[CH:45][CH:44]=1)[C:18](=[O:51])[N:27]2[C:28]1[CH:29]=[C:30]([NH:34][C:35](=[O:37])[CH3:36])[CH:31]=[CH:32][CH:33]=1. The catalyst class is: 5. (3) Reactant: [CH3:1][C@H:2]1[CH2:7][CH2:6][C@H:5]([C:8]([N:10]([CH:33]([CH3:35])[CH3:34])[C:11]2[CH:15]=[C:14]([C:16]3[CH:21]=[CH:20][C:19]([NH:22][C:23]([C:25]4[N:26]=[CH:27][S:28][CH:29]=4)=[O:24])=[CH:18][CH:17]=3)[S:13][C:12]=2[C:30]([OH:32])=[O:31])=[O:9])[CH2:4][CH2:3]1.[OH-].[K+:37]. Product: [CH3:1][C@H:2]1[CH2:7][CH2:6][C@H:5]([C:8]([N:10]([CH:33]([CH3:35])[CH3:34])[C:11]2[CH:15]=[C:14]([C:16]3[CH:17]=[CH:18][C:19]([NH:22][C:23]([C:25]4[N:26]=[CH:27][S:28][CH:29]=4)=[O:24])=[CH:20][CH:21]=3)[S:13][C:12]=2[C:30]([O-:32])=[O:31])=[O:9])[CH2:4][CH2:3]1.[K+:37]. The catalyst class is: 10. (4) Reactant: Br[C:2]1[CH:3]=[C:4]2[C:9](=[CH:10][CH:11]=1)[C:8](=[O:12])[NH:7][N:6]=[C:5]2[Cl:13].[F:14][C:15]1[C:22]([F:23])=[CH:21][CH:20]=[CH:19][C:16]=1[CH2:17][NH2:18].C1C=CC(P(C2C(C3C(P(C4C=CC=CC=4)C4C=CC=CC=4)=CC=C4C=3C=CC=C4)=C3C(C=CC=C3)=CC=2)C2C=CC=CC=2)=CC=1.CC([O-])(C)C.[Na+]. Product: [Cl:13][C:5]1[C:4]2[C:9](=[CH:10][CH:11]=[C:2]([NH:18][CH2:17][C:16]3[CH:19]=[CH:20][CH:21]=[C:22]([F:23])[C:15]=3[F:14])[CH:3]=2)[C:8](=[O:12])[NH:7][N:6]=1. The catalyst class is: 686.